The task is: Predict the product of the given reaction.. This data is from Forward reaction prediction with 1.9M reactions from USPTO patents (1976-2016). (1) The product is: [Cl:1][C:2]1[CH:7]=[C:6]([Cl:8])[CH:5]=[CH:4][C:3]=1[CH2:9][N:10]([C:11]1[CH:12]=[CH:13][C:14]([CH:17]([CH3:19])[CH3:18])=[CH:15][CH:16]=1)[C:33]([NH:32][C:24]1[C:23]([CH:20]([CH3:21])[CH3:22])=[CH:28][CH:27]=[CH:26][C:25]=1[CH:29]([CH3:31])[CH3:30])=[O:34]. Given the reactants [Cl:1][C:2]1[CH:7]=[C:6]([Cl:8])[CH:5]=[CH:4][C:3]=1[CH2:9][NH:10][C:11]1[CH:16]=[CH:15][C:14]([CH:17]([CH3:19])[CH3:18])=[CH:13][CH:12]=1.[CH:20]([C:23]1[CH:28]=[CH:27][CH:26]=[C:25]([CH:29]([CH3:31])[CH3:30])[C:24]=1[N:32]=[C:33]=[O:34])([CH3:22])[CH3:21], predict the reaction product. (2) The product is: [CH2:14]([O:16][C:17]([C:19]1[N:20]([C:38]2[CH:39]=[CH:40][C:35]([O:34][CH:31]([CH3:33])[CH3:32])=[CH:36][CH:37]=2)[C:21]2[C:26]([C:27]=1[CH:28]=[O:29])=[CH:25][C:24]([Br:30])=[CH:23][CH:22]=2)=[O:18])[CH3:15]. Given the reactants CCN(CC)CC.N1C=CC=CC=1.[CH2:14]([O:16][C:17]([C:19]1[NH:20][C:21]2[C:26]([C:27]=1[CH:28]=[O:29])=[CH:25][C:24]([Br:30])=[CH:23][CH:22]=2)=[O:18])[CH3:15].[CH:31]([O:34][C:35]1[CH:40]=[CH:39][C:38](B(O)O)=[CH:37][CH:36]=1)([CH3:33])[CH3:32], predict the reaction product. (3) The product is: [S:33](=[O:36])(=[O:35])([O:28][C@:25]1([C:29]([F:32])([F:31])[F:30])[CH2:24][C@@H:4]2[CH2:5][CH2:6][CH2:7][C:8]3[C:9](=[CH:10][C:11]4[CH:12]=[N:13][N:14]([C:17]5[CH:18]=[CH:19][C:20]([F:23])=[CH:21][CH:22]=5)[C:15]=4[CH:16]=3)[C@@:3]2([CH2:1][CH3:2])[CH2:27][CH2:26]1)[NH2:34]. Given the reactants [CH2:1]([C@:3]12[CH2:27][CH2:26][C@:25]([C:29]([F:32])([F:31])[F:30])([OH:28])[CH2:24][C@@H:4]1[CH2:5][CH2:6][CH2:7][C:8]1[C:9]2=[CH:10][C:11]2[CH:12]=[N:13][N:14]([C:17]3[CH:22]=[CH:21][C:20]([F:23])=[CH:19][CH:18]=3)[C:15]=2[CH:16]=1)[CH3:2].[S:33](Cl)(=[O:36])(=[O:35])[NH2:34], predict the reaction product. (4) The product is: [Cl:1][C:2]1[N:11]=[C:10]([NH:17][CH2:16][C:15]([CH3:18])([NH2:19])[CH3:14])[C:9]2[C:4](=[CH:5][CH:6]=[C:7]([CH3:13])[CH:8]=2)[N:3]=1. Given the reactants [Cl:1][C:2]1[N:11]=[C:10](Cl)[C:9]2[C:4](=[CH:5][CH:6]=[C:7]([CH3:13])[CH:8]=2)[N:3]=1.[CH3:14][C:15]([NH2:19])([CH3:18])[CH2:16][NH2:17], predict the reaction product. (5) Given the reactants [Br:1][C:2]1[CH:7]=[CH:6][C:5]([C@@H:8]([CH3:11])[CH2:9]O)=[C:4]([F:12])[CH:3]=1.[C:13]1(=[O:23])[NH:17][C:16](=[O:18])[C:15]2=[CH:19][CH:20]=[CH:21][CH:22]=[C:14]12, predict the reaction product. The product is: [Br:1][C:2]1[CH:7]=[CH:6][C:5]([C@@H:8]([CH3:11])[CH2:9][N:17]2[C:13](=[O:23])[C:14]3[C:15](=[CH:19][CH:20]=[CH:21][CH:22]=3)[C:16]2=[O:18])=[C:4]([F:12])[CH:3]=1. (6) Given the reactants [F:1][C:2]1[CH:7]=[CH:6][C:5]([CH2:8][C:9]([C:11]2[CH:16]=[CH:15][N:14]=[CH:13][CH:12]=2)=[O:10])=[CH:4][CH:3]=1.C([O-])(=O)C.[Na+].[NH2:22][OH:23], predict the reaction product. The product is: [F:1][C:2]1[CH:7]=[CH:6][C:5]([C:8](=[N:22][OH:23])[C:9]([C:11]2[CH:16]=[CH:15][N:14]=[CH:13][CH:12]=2)=[O:10])=[CH:4][CH:3]=1. (7) The product is: [C:1]([C:3]1[CH:8]=[CH:7][C:6]([CH:9]2[N:14]3[N:15]=[C:16]([C:18]([O:20][CH2:21][CH3:22])=[O:19])[N:17]=[C:13]3[N:12]([C:35]3[CH:34]=[CH:33][CH:32]=[C:31]([C:30]([F:41])([F:40])[F:29])[CH:36]=3)[C:11]([CH3:23])=[C:10]2[C:24]([O:26][CH2:27][CH3:28])=[O:25])=[CH:5][CH:4]=1)#[N:2]. Given the reactants [C:1]([C:3]1[CH:8]=[CH:7][C:6]([CH:9]2[N:14]3[N:15]=[C:16]([C:18]([O:20][CH2:21][CH3:22])=[O:19])[N:17]=[C:13]3[NH:12][C:11]([CH3:23])=[C:10]2[C:24]([O:26][CH2:27][CH3:28])=[O:25])=[CH:5][CH:4]=1)#[N:2].[F:29][C:30]([F:41])([F:40])[C:31]1[CH:32]=[C:33](B(O)O)[CH:34]=[CH:35][CH:36]=1.N1C=CC=CC=1.C(N(CC)CC)C, predict the reaction product. (8) Given the reactants [CH2:1]([O:3][C:4](=[O:20])[CH:5]([O:16][CH:17]([CH3:19])[CH3:18])[CH2:6][C:7]1[CH:12]=[CH:11][C:10]([OH:13])=[C:9]([O:14][CH3:15])[CH:8]=1)[CH3:2].C(OC(=O)COC(C)C)C.C(OC1C=CC(C=O)=CC=1OC)C1C=CC=CC=1.[CH3:49][O:50][C:51]1[CH:52]=[C:53]([C:59]2[S:60][C:61]([CH3:67])=[C:62]([CH2:64][CH2:65]O)[N:63]=2)[CH:54]=[C:55]([O:57][CH3:58])[CH:56]=1.COC(=O)CC(=O)C(Br)C.COC1C=C(C=C(OC)C=1)C(N)=S.C1(P(C2C=CC=CC=2)C2C=CC=CC=2)C=CC=CC=1.N(C(OCC)=O)=NC(OCC)=O, predict the reaction product. The product is: [CH2:1]([O:3][C:4](=[O:20])[CH:5]([O:16][CH:17]([CH3:19])[CH3:18])[CH2:6][C:7]1[CH:12]=[CH:11][C:10]([O:13][CH2:65][CH2:64][C:62]2[N:63]=[C:59]([C:53]3[CH:54]=[C:55]([O:57][CH3:58])[CH:56]=[C:51]([O:50][CH3:49])[CH:52]=3)[S:60][C:61]=2[CH3:67])=[C:9]([O:14][CH3:15])[CH:8]=1)[CH3:2]. (9) Given the reactants Br[CH2:2][C:3]([C:5]1[CH:13]=[C:12]2[C:8]([C:9]([CH3:17])([CH3:16])[C:10](=[O:15])[N:11]2[CH3:14])=[CH:7][CH:6]=1)=O.[C:18]([NH2:21])(=[O:20])[CH3:19], predict the reaction product. The product is: [CH3:14][N:11]1[C:12]2[C:8](=[CH:7][CH:6]=[C:5]([C:3]3[N:21]=[C:18]([CH3:19])[O:20][CH:2]=3)[CH:13]=2)[C:9]([CH3:17])([CH3:16])[C:10]1=[O:15].